Dataset: Peptide-MHC class I binding affinity with 185,985 pairs from IEDB/IMGT. Task: Regression. Given a peptide amino acid sequence and an MHC pseudo amino acid sequence, predict their binding affinity value. This is MHC class I binding data. (1) The peptide sequence is HIPEVCLKW. The MHC is HLA-B27:05 with pseudo-sequence HLA-B27:05. The binding affinity (normalized) is 0.0847. (2) The peptide sequence is KTDGAVTSPL. The MHC is HLA-A02:06 with pseudo-sequence HLA-A02:06. The binding affinity (normalized) is 0.459. (3) The peptide sequence is WMTTEDMLSV. The MHC is HLA-A02:06 with pseudo-sequence HLA-A02:06. The binding affinity (normalized) is 0.781. (4) The peptide sequence is TDVKRYTTGG. The MHC is HLA-B27:05 with pseudo-sequence HLA-B27:05. The binding affinity (normalized) is 0. (5) The peptide sequence is GLKELGDWV. The MHC is HLA-A03:01 with pseudo-sequence HLA-A03:01. The binding affinity (normalized) is 0.0847. (6) The peptide sequence is SVDAMIHKTY. The MHC is HLA-A33:01 with pseudo-sequence HLA-A33:01. The binding affinity (normalized) is 0. (7) The peptide sequence is ITAKETLYR. The MHC is HLA-A33:01 with pseudo-sequence HLA-A33:01. The binding affinity (normalized) is 0.355. (8) The peptide sequence is PVSIINNAVY. The MHC is HLA-A01:01 with pseudo-sequence HLA-A01:01. The binding affinity (normalized) is 0.145.